From a dataset of Full USPTO retrosynthesis dataset with 1.9M reactions from patents (1976-2016). Predict the reactants needed to synthesize the given product. (1) Given the product [F:1][C:2]1[CH:3]=[C:4]([CH:8]2[C:12]3[NH:13][C:14]([C:16]([OH:18])=[O:17])=[CH:15][C:11]=3[CH2:10][CH2:9]2)[CH:5]=[CH:6][CH:7]=1, predict the reactants needed to synthesize it. The reactants are: [F:1][C:2]1[CH:3]=[C:4]([CH:8]2[C:12]3[NH:13][C:14]([C:16]([O:18]C)=[O:17])=[CH:15][C:11]=3[CH2:10][CH2:9]2)[CH:5]=[CH:6][CH:7]=1.[OH-].[Li+].CO. (2) Given the product [Cl-:1].[Mg+2:2].[Cl-:1].[OH:15][CH2:14][C@@H:12]([C@H:10]([C@@H:8]([C@@H:6]([CH2:5][OH:4])[OH:7])[OH:9])[OH:11])[OH:13], predict the reactants needed to synthesize it. The reactants are: [Cl-:1].[Mg+2:2].[Cl-].[OH:4][CH2:5][C@@H:6]([C@H:8]([C@@H:10]([C@@H:12]([CH2:14][OH:15])[OH:13])[OH:11])[OH:9])[OH:7].Cl.